The task is: Predict the reactants needed to synthesize the given product.. This data is from Full USPTO retrosynthesis dataset with 1.9M reactions from patents (1976-2016). (1) Given the product [CH3:28][O:29][C:30](=[O:41])[CH:31]([NH:32][C:17]([N:5]([CH2:6][CH2:7][Cl:8])[CH2:4][CH2:3][Cl:2])=[O:19])[CH2:33][C:34]1[CH:35]=[CH:36][C:37]([OH:40])=[CH:38][CH:39]=1, predict the reactants needed to synthesize it. The reactants are: Cl.[Cl:2][CH2:3][CH2:4][NH:5][CH2:6][CH2:7][Cl:8].C(N(CC)CC)C.Cl[C:17]([O:19]C)=S.ClCCNCCCl.[CH3:28][O:29][C:30](=[O:41])[C@H:31]([CH2:33][C:34]1[CH:39]=[CH:38][C:37]([OH:40])=[CH:36][CH:35]=1)[NH2:32]. (2) Given the product [OH:48][C:29]1[CH:28]=[C:27]([O:49][CH3:50])[CH:26]=[CH:31][C:30]=1[CH:32]1[C:40]2[C:35](=[CH:36][CH:37]=[CH:38][CH:39]=2)[N:34]([CH2:41][CH2:42][CH2:43][CH2:44][CH3:45])[C:33]1=[O:46], predict the reactants needed to synthesize it. The reactants are: BrC1C=CC(O)=C(C2(O)C3C(=CC=CC=3)N(CCCCC)C2=O)C=1.Br[C:26]1[C:27]([O:49][CH3:50])=[CH:28][C:29]([OH:48])=[C:30]([C:32]2(O)[C:40]3[C:35](=[CH:36][CH:37]=[CH:38][CH:39]=3)[N:34]([CH2:41][CH2:42][CH2:43][CH2:44][CH3:45])[C:33]2=[O:46])[CH:31]=1. (3) Given the product [C:1]([N:4]1[CH2:9][CH2:8][C:7]2([NH:22][C:20](=[O:21])[C@H:12]([CH2:13][C:14]3[CH:19]=[CH:18][CH:17]=[CH:16][CH:15]=3)[NH:11]2)[CH2:6][CH2:5]1)(=[O:3])[CH3:2], predict the reactants needed to synthesize it. The reactants are: [C:1]([N:4]1[CH2:9][CH2:8][C:7](=O)[CH2:6][CH2:5]1)(=[O:3])[CH3:2].[NH2:11][C@H:12]([C:20]([NH2:22])=[O:21])[CH2:13][C:14]1[CH:19]=[CH:18][CH:17]=[CH:16][CH:15]=1. (4) Given the product [CH3:32][N:33]([CH2:34][C:35]1[N:36]([CH3:44])[C:37]2[C:42]([CH:43]=1)=[CH:41][CH:40]=[CH:39][CH:38]=2)[C:19](=[O:21])/[CH:18]=[CH:17]/[C:15]1[CH:14]=[N:13][C:11]2[NH:12][C:6](=[O:5])[CH2:7][CH2:8][NH:9][C:10]=2[CH:16]=1, predict the reactants needed to synthesize it. The reactants are: C(Cl)CCl.[O:5]=[C:6]1[NH:12][C:11]2[N:13]=[CH:14][C:15](/[CH:17]=[CH:18]/[C:19]([OH:21])=O)=[CH:16][C:10]=2[NH:9][CH2:8][CH2:7]1.C1C=CC2N(O)N=NC=2C=1.[CH3:32][NH:33][CH2:34][C:35]1[N:36]([CH3:44])[C:37]2[C:42]([CH:43]=1)=[CH:41][CH:40]=[CH:39][CH:38]=2.C(N(C(C)C)C(C)C)C. (5) Given the product [O:24]=[C:3]1[C@H:2]([NH:1][C:52]([N:47]2[CH2:46][CH2:45][CH:44]([N:42]3[CH:43]=[C:39]([C:33]4[CH:34]=[CH:35][CH:36]=[CH:37][CH:38]=4)[NH:40][C:41]3=[O:50])[CH2:49][CH2:48]2)=[O:51])[N:8]=[C:7]([C:9]2[CH:10]=[CH:11][CH:12]=[CH:13][CH:14]=2)[C:6]2[CH:15]=[CH:16][CH:17]=[CH:18][C:5]=2[N:4]1[CH2:19][C:20]([F:21])([F:23])[F:22], predict the reactants needed to synthesize it. The reactants are: [NH2:1][CH:2]1[N:8]=[C:7]([C:9]2[CH:14]=[CH:13][CH:12]=[CH:11][CH:10]=2)[C:6]2[CH:15]=[CH:16][CH:17]=[CH:18][C:5]=2[N:4]([CH2:19][C:20]([F:23])([F:22])[F:21])[C:3]1=[O:24].C(N(CC)CC)C.Cl.[C:33]1([C:39]2[NH:40][C:41](=[O:50])[N:42]([CH:44]3[CH2:49][CH2:48][NH:47][CH2:46][CH2:45]3)[CH:43]=2)[CH:38]=[CH:37][CH:36]=[CH:35][CH:34]=1.[O:51]1CCC[CH2:52]1. (6) The reactants are: CC1(C)COB([C:8]2[CH:29]=[CH:28][C:11]3[C:12]4[N:13]=[C:14]([C:20]5[N:21]([CH:25]([CH3:27])[CH3:26])[N:22]=[CH:23][N:24]=5)[S:15][C:16]=4[CH2:17][CH2:18][O:19][C:10]=3[CH:9]=2)OC1.[C:31]([O:35][C:36]([N:38]1[CH2:43][CH2:42][C:41](=[O:44])[CH2:40][CH2:39]1)=[O:37])([CH3:34])([CH3:33])[CH3:32].[Cl-].C(C1C=CC=C(C(C)C)C=1[N+]1C=CN(C2C(C(C)C)=CC=CC=2C(C)C)C=1)(C)C.[F-].[Cs+]. Given the product [C:31]([O:35][C:36]([N:38]1[CH2:43][CH2:42][C:41]([OH:44])([C:8]2[CH:29]=[CH:28][C:11]3[C:12]4[N:13]=[C:14]([C:20]5[N:21]([CH:25]([CH3:26])[CH3:27])[N:22]=[CH:23][N:24]=5)[S:15][C:16]=4[CH2:17][CH2:18][O:19][C:10]=3[CH:9]=2)[CH2:40][CH2:39]1)=[O:37])([CH3:34])([CH3:32])[CH3:33], predict the reactants needed to synthesize it. (7) Given the product [CH3:1][O:2][C:3]1[CH:11]=[C:10]([CH3:12])[CH:9]=[CH:8][C:4]=1[C:5]([NH:19][NH2:20])=[O:6], predict the reactants needed to synthesize it. The reactants are: [CH3:1][O:2][C:3]1[CH:11]=[C:10]([CH3:12])[CH:9]=[CH:8][C:4]=1[C:5](O)=[O:6].S(=O)(=O)(O)O.O.[NH2:19][NH2:20]. (8) Given the product [S:1]1[C:9]2[CH2:8][CH2:7][NH:6][CH2:5][C:4]=2[CH:3]=[C:2]1[C:10]([O:12][CH3:17])=[O:11], predict the reactants needed to synthesize it. The reactants are: [S:1]1[C:9]2[CH2:8][CH2:7][NH:6][CH2:5][C:4]=2[CH:3]=[C:2]1[C:10]([OH:12])=[O:11].S(Cl)(Cl)=O.[CH3:17]O.